This data is from Full USPTO retrosynthesis dataset with 1.9M reactions from patents (1976-2016). The task is: Predict the reactants needed to synthesize the given product. (1) Given the product [C:38]([OH:45])(=[O:44])[CH2:39][CH2:40][C:41]([OH:43])=[O:42].[NH2:6][CH2:5][CH2:4][CH2:3][CH:2]([NH:9][C:10]1[CH:11]=[C:12]([O:34][CH3:35])[C:13]([O:23][C:24]2[CH:29]=[CH:28][CH:27]=[C:26]([C:30]([F:31])([F:32])[F:33])[CH:25]=2)=[C:14]2[C:19]=1[N:18]=[C:17]([O:20][CH3:21])[CH:16]=[C:15]2[CH3:22])[CH3:1], predict the reactants needed to synthesize it. The reactants are: [CH3:1][CH:2]([NH:9][C:10]1[CH:11]=[C:12]([O:34][CH3:35])[C:13]([O:23][C:24]2[CH:29]=[CH:28][CH:27]=[C:26]([C:30]([F:33])([F:32])[F:31])[CH:25]=2)=[C:14]2[C:19]=1[N:18]=[C:17]([O:20][CH3:21])[CH:16]=[C:15]2[CH3:22])[CH2:3][CH2:4][CH2:5][N+:6]([O-])=O.[H][H].[C:38]([OH:45])(=[O:44])[CH2:39][CH2:40][C:41]([OH:43])=[O:42]. (2) Given the product [C:27]([O:31][C:32]([N:34]1[CH2:35][CH2:36][CH:37]([C:40]2[CH:45]=[CH:44][CH:43]=[CH:42][C:41]=2[O:46][S:5]([C:4]([F:9])([F:10])[C:3]([F:11])([F:12])[C:2]([F:1])([F:17])[C:13]([F:16])([F:15])[F:14])(=[O:7])=[O:6])[CH2:38][CH2:39]1)=[O:33])([CH3:30])([CH3:28])[CH3:29], predict the reactants needed to synthesize it. The reactants are: [F:1][C:2]([F:17])([C:13]([F:16])([F:15])[F:14])[C:3]([F:12])([F:11])[C:4]([F:10])([F:9])[S:5](F)(=[O:7])=[O:6].C(N(C(C)C)C(C)C)C.[C:27]([O:31][C:32]([N:34]1[CH2:39][CH2:38][CH:37]([C:40]2[CH:45]=[CH:44][CH:43]=[CH:42][C:41]=2[OH:46])[CH2:36][CH2:35]1)=[O:33])([CH3:30])([CH3:29])[CH3:28]. (3) Given the product [F:13][C:14]1[CH:15]=[CH:16][C:17]([CH2:18][C:19]2[C:20](=[O:21])[N:3]3[C:2]([NH:1][C:5]4[CH:6]=[CH:7][CH:8]=[CH:9][C:4]=43)=[C:10]([C:11]#[N:12])[C:24]=2[CH3:26])=[CH:27][CH:28]=1, predict the reactants needed to synthesize it. The reactants are: [N:1]1[C:5]2[CH:6]=[CH:7][CH:8]=[CH:9][C:4]=2[NH:3][C:2]=1[CH2:10][C:11]#[N:12].[F:13][C:14]1[CH:28]=[CH:27][C:17]([CH2:18][CH:19]([C:24]([CH3:26])=O)[C:20](OC)=[O:21])=[CH:16][CH:15]=1.C([O-])(=O)C.[NH4+]. (4) Given the product [CH2:1]([O:3][C:4]([CH:6]1[CH:10]2[CH2:11][O:12][CH2:13][C:14](=[O:15])[N:9]2[CH2:8][CH2:7]1)=[O:5])[CH3:2], predict the reactants needed to synthesize it. The reactants are: [CH2:1]([O:3][C:4]([C:6]1[CH2:7][CH2:8][N:9]2[C:14](=[O:15])[CH2:13][O:12][CH2:11][C:10]=12)=[O:5])[CH3:2].